Dataset: Full USPTO retrosynthesis dataset with 1.9M reactions from patents (1976-2016). Task: Predict the reactants needed to synthesize the given product. Given the product [NH2:4][C:58]([C:54]1[O:55][CH:56]=[CH:57][C:53]=1[NH:52][C:50](=[O:51])[O:49][C:45]([CH3:48])([CH3:47])[CH3:46])=[O:60], predict the reactants needed to synthesize it. The reactants are: C([N:4](C(C)C)CC)(C)C.C1CN([P+](ON2N=NC3C=CC=CC2=3)(N2CCCC2)N2CCCC2)CC1.F[P-](F)(F)(F)(F)F.[Cl-].[NH4+].[C:45]([O:49][C:50]([NH:52][C:53]1[CH:57]=[CH:56][O:55][C:54]=1[C:58]([OH:60])=O)=[O:51])([CH3:48])([CH3:47])[CH3:46].Cl.